From a dataset of Reaction yield outcomes from USPTO patents with 853,638 reactions. Predict the reaction yield, written as a fraction of the theoretical maximum amount of product (1.0 means a 100% yield; for example, 0.34 means a 34% yield). The catalyst is C1COCC1. The product is [CH3:19][CH:15]([CH2:16][CH2:17][CH3:18])[CH2:14][CH:12]1[CH2:13][NH:9][C:10](=[O:20])[CH2:11]1. The reactants are N.C([N:9]1[CH2:13][CH:12]([CH2:14][CH:15]([CH3:19])[CH2:16][CH2:17][CH3:18])[CH2:11][C:10]1=[O:20])C1C=CC=CC=1.[Na]. The yield is 0.860.